Dataset: Full USPTO retrosynthesis dataset with 1.9M reactions from patents (1976-2016). Task: Predict the reactants needed to synthesize the given product. (1) Given the product [CH3:24][C:22]1([CH3:25])[CH2:23][CH:18]([NH:17][C:13]2[N:12]=[C:11]([C:7]3[C:6]4[C:10](=[C:2](/[CH:30]=[CH:29]/[C:28]#[N:31])[CH:3]=[CH:4][CH:5]=4)[NH:9][CH:8]=3)[CH:16]=[CH:15][N:14]=2)[CH2:19][C:20]([CH3:27])([CH3:26])[NH:21]1, predict the reactants needed to synthesize it. The reactants are: Cl[C:2]1[CH:3]=[CH:4][CH:5]=[C:6]2[C:10]=1[NH:9][CH:8]=[C:7]2[C:11]1[CH:16]=[CH:15][N:14]=[C:13]([NH:17][CH:18]2[CH2:23][C:22]([CH3:25])([CH3:24])[NH:21][C:20]([CH3:27])([CH3:26])[CH2:19]2)[N:12]=1.[C:28](#[N:31])[CH:29]=[CH2:30].CCCC[N+](CCCC)(CCCC)CCCC.[F-]. (2) Given the product [F:12][C:5]1[CH:4]=[CH:3][C:2]([NH:1][CH2:25][C:24]2[CH:27]=[CH:28][C:21]([C:20]#[C:19][C:13]3[CH:18]=[CH:17][CH:16]=[CH:15][CH:14]=3)=[CH:22][CH:23]=2)=[CH:11][C:6]=1[C:7]([O:9][CH3:10])=[O:8], predict the reactants needed to synthesize it. The reactants are: [NH2:1][C:2]1[CH:3]=[CH:4][C:5]([F:12])=[C:6]([CH:11]=1)[C:7]([O:9][CH3:10])=[O:8].[C:13]1([C:19]#[C:20][C:21]2[CH:28]=[CH:27][C:24]([CH:25]=O)=[CH:23][CH:22]=2)[CH:18]=[CH:17][CH:16]=[CH:15][CH:14]=1. (3) The reactants are: [C:1]1([C:7]2[O:8][C:9]([C:15]([F:18])([F:17])[F:16])=[C:10]([C:12]([OH:14])=O)[N:11]=2)[CH:6]=[CH:5][CH:4]=[CH:3][CH:2]=1.[C:19]([O:23][C:24]([N:26]1[CH2:31][CH2:30][CH:29]([NH:32][C:33]2[CH:38]=[CH:37][C:36]([NH2:39])=[CH:35][N:34]=2)[CH2:28][CH2:27]1)=[O:25])([CH3:22])([CH3:21])[CH3:20].F[P-](F)(F)(F)(F)F.Br[P+](N1CCCC1)(N1CCCC1)N1CCCC1.C(N(C(C)C)CC)(C)C. Given the product [C:19]([O:23][C:24]([N:26]1[CH2:27][CH2:28][CH:29]([NH:32][C:33]2[CH:38]=[CH:37][C:36]([NH:39][C:12]([C:10]3[N:11]=[C:7]([C:1]4[CH:2]=[CH:3][CH:4]=[CH:5][CH:6]=4)[O:8][C:9]=3[C:15]([F:18])([F:17])[F:16])=[O:14])=[CH:35][N:34]=2)[CH2:30][CH2:31]1)=[O:25])([CH3:22])([CH3:20])[CH3:21], predict the reactants needed to synthesize it.